Dataset: Reaction yield outcomes from USPTO patents with 853,638 reactions. Task: Predict the reaction yield, written as a fraction of the theoretical maximum amount of product (1.0 means a 100% yield; for example, 0.34 means a 34% yield). (1) The reactants are C([Si](C)(C)[O:6][CH2:7][C:8]([CH3:26])([O:10][C:11]1[CH:16]=[CH:15][C:14]([B:17]2[O:21]C(C)(C)C(C)(C)[O:18]2)=[CH:13][CH:12]=1)[CH3:9])(C)(C)C.[O:29]1CC[CH2:31][CH2:30]1.O. The catalyst is C(O)(=O)C.C1(C)C=CC=CC=1. The product is [C:30]([O:6][CH2:7][C:8]([CH3:9])([CH3:26])[O:10][C:11]1[CH:12]=[CH:13][C:14]([B:17]([OH:18])[OH:21])=[CH:15][CH:16]=1)(=[O:29])[CH3:31]. The yield is 0.520. (2) The reactants are [F:1][C:2]1[CH:7]=[CH:6][C:5]([C@H:8]([CH3:20])[C:9](N2[C@@H](C(C)C)COC2=O)=[O:10])=[CH:4][CH:3]=1.[OH:21]O.[Li+].[OH-]. The catalyst is C1COCC1.O. The product is [F:1][C:2]1[CH:3]=[CH:4][C:5]([C@H:8]([CH3:20])[C:9]([OH:10])=[O:21])=[CH:6][CH:7]=1. The yield is 0.640. (3) The reactants are C(=O)([O-])[O-].[K+].[K+].Br[CH2:8][C:9]1[CH:10]=[C:11]([CH:16]=[CH:17][CH:18]=1)[C:12]([O:14]C)=O.[I:19][C:20]1[CH:25]=[CH:24][C:23]([OH:26])=[CH:22][CH:21]=1.[OH-].[Na+].[NH:29]1[CH2:36][CH2:35][CH2:34][C@H:30]1[C:31]([OH:33])=[O:32]. The catalyst is ClCCl.C(OCC)(=O)C.CO.C1COCC1.CN(C=O)C. The product is [I:19][C:20]1[CH:25]=[CH:24][C:23]([O:26][CH2:8][C:9]2[CH:10]=[C:11]([CH:16]=[CH:17][CH:18]=2)[C:12]([N:29]2[CH2:36][CH2:35][CH2:34][C@H:30]2[C:31]([OH:33])=[O:32])=[O:14])=[CH:22][CH:21]=1. The yield is 0.640. (4) The reactants are [NH:1]1[CH2:6][CH2:5][CH2:4][C@@H:3]([NH:7][C:8](=[O:14])[O:9][C:10]([CH3:13])([CH3:12])[CH3:11])[CH2:2]1.[Br:15][C:16]1[C:17](F)=[C:18]2[C:24]([NH:25][C:26](=[O:30])[CH:27]([CH3:29])[CH3:28])=[CH:23][NH:22][C:19]2=[N:20][CH:21]=1. The catalyst is CCCCO. The product is [Br:15][C:16]1[C:17]([N:1]2[CH2:6][CH2:5][CH2:4][C@@H:3]([NH:7][C:8](=[O:14])[O:9][C:10]([CH3:11])([CH3:13])[CH3:12])[CH2:2]2)=[C:18]2[C:24]([NH:25][C:26](=[O:30])[CH:27]([CH3:28])[CH3:29])=[CH:23][NH:22][C:19]2=[N:20][CH:21]=1. The yield is 0.470. (5) The reactants are COC1C=C(OC)C=CC=1C[N:6]([C:36]1[CH:41]=[CH:40][N:39]=[CH:38][N:37]=1)[S:7]([C:10]1[CH:15]=[C:14]([F:16])[C:13]([O:17][C@H:18]2[CH2:23][CH2:22][CH2:21][CH2:20][C@@H:19]2[C:24]2[CH:25]=[N:26][N:27](C3CCCCO3)[CH:28]=2)=[CH:12][C:11]=1[F:35])(=[O:9])=[O:8].C([SiH](CC)CC)C.FC(F)(F)C(O)=O.ClCCl. The catalyst is CO. The product is [F:35][C:11]1[CH:12]=[C:13]([O:17][C@H:18]2[CH2:23][CH2:22][CH2:21][CH2:20][C@@H:19]2[C:24]2[CH:25]=[N:26][NH:27][CH:28]=2)[C:14]([F:16])=[CH:15][C:10]=1[S:7]([NH:6][C:36]1[CH:41]=[CH:40][N:39]=[CH:38][N:37]=1)(=[O:8])=[O:9]. The yield is 0.550. (6) The reactants are C([O:3][C:4]([C:6]1[C:10]2[CH2:11][CH2:12][CH2:13][C:9]=2[NH:8][N:7]=1)=O)C.[NH3:14].CO. No catalyst specified. The product is [NH:8]1[C:9]2[CH2:13][CH2:12][CH2:11][C:10]=2[C:6]([C:4]([NH2:14])=[O:3])=[N:7]1. The yield is 0.800.